Task: Regression/Classification. Given a drug SMILES string, predict its absorption, distribution, metabolism, or excretion properties. Task type varies by dataset: regression for continuous measurements (e.g., permeability, clearance, half-life) or binary classification for categorical outcomes (e.g., BBB penetration, CYP inhibition). Dataset: cyp2c9_substrate_carbonmangels.. Dataset: CYP2C9 substrate classification data from Carbon-Mangels et al. (1) The molecule is C#C[C@]1(O)CC[C@H]2[C@@H]3CCC4=Cc5oncc5C[C@]4(C)[C@H]3CC[C@@]21C. The result is 0 (non-substrate). (2) The molecule is COC(=O)Nc1nc2cc(C(=O)c3ccccc3)ccc2[nH]1. The result is 0 (non-substrate). (3) The drug is CC[C@H]1CN2CC[C@H]1C[C@@H]2[C@@H](O)c1ccnc2ccc(OC)cc12. The result is 0 (non-substrate). (4) The compound is COc1ccc2c3c1O[C@H]1C[C@@H](O)C=C[C@@]31CCN(C)C2. The result is 0 (non-substrate). (5) The compound is Clc1ccc(CO/N=C(\Cn2ccnc2)c2ccc(Cl)cc2Cl)c(Cl)c1. The result is 0 (non-substrate).